From a dataset of Forward reaction prediction with 1.9M reactions from USPTO patents (1976-2016). Predict the product of the given reaction. (1) The product is: [Cl:13][C:5]1[C:4]2[C:9](=[CH:10][CH:11]=[C:2]([NH:23][CH2:22][C:21]3[CH:24]=[CH:25][CH:26]=[C:19]([N:14]4[CH:18]=[CH:17][CH:16]=[CH:15]4)[CH:20]=3)[CH:3]=2)[C:8](=[O:12])[NH:7][N:6]=1. Given the reactants Br[C:2]1[CH:3]=[C:4]2[C:9](=[CH:10][CH:11]=1)[C:8](=[O:12])[NH:7][N:6]=[C:5]2[Cl:13].[N:14]1([C:19]2[CH:20]=[C:21]([CH:24]=[CH:25][CH:26]=2)[CH2:22][NH2:23])[CH:18]=[CH:17][CH:16]=[CH:15]1.C1C=CC(P(C2C(C3C(P(C4C=CC=CC=4)C4C=CC=CC=4)=CC=C4C=3C=CC=C4)=C3C(C=CC=C3)=CC=2)C2C=CC=CC=2)=CC=1.CC([O-])(C)C.[Na+], predict the reaction product. (2) Given the reactants [CH:1]1([C:4]2[C:5](=[O:17])[N:6]([C:11]3[CH:16]=[CH:15][CH:14]=[CH:13][CH:12]=3)[N:7]([CH3:10])[C:8]=2[CH3:9])[CH2:3][CH2:2]1.[Br:18]Br, predict the reaction product. The product is: [Br:18][CH2:9][C:8]1[N:7]([CH3:10])[N:6]([C:11]2[CH:12]=[CH:13][CH:14]=[CH:15][CH:16]=2)[C:5](=[O:17])[C:4]=1[CH:1]1[CH2:3][CH2:2]1. (3) Given the reactants O[CH2:2][CH2:3][C:4]1[CH:9]=[CH:8][C:7]([O:10][C:11](=[O:20])[N:12]([CH3:19])[C:13]2[CH:18]=[CH:17][CH:16]=[CH:15][CH:14]=2)=[CH:6][CH:5]=1.[NH:21]1[CH:25]=[N:24][N:23]=[N:22]1, predict the reaction product. The product is: [N:21]1([CH2:2][CH2:3][C:4]2[CH:9]=[CH:8][C:7]([O:10][C:11](=[O:20])[N:12]([CH3:19])[C:13]3[CH:18]=[CH:17][CH:16]=[CH:15][CH:14]=3)=[CH:6][CH:5]=2)[CH:25]=[N:24][N:23]=[N:22]1. (4) Given the reactants [C:1]([C:3]1[C:11]([NH:12][CH:13]([CH2:16][CH3:17])[CH2:14][CH3:15])=[CH:10][C:6]([C:7]([O-:9])=[O:8])=[C:5]([CH3:18])[N:4]=1)#[N:2].OO.C(=O)([O-])[O-:22].[K+].[K+].[OH-].[K+], predict the reaction product. The product is: [NH2:2][C:1]([C:3]1[C:11]([NH:12][CH:13]([CH2:16][CH3:17])[CH2:14][CH3:15])=[CH:10][C:6]([C:7]([OH:9])=[O:8])=[C:5]([CH3:18])[N:4]=1)=[O:22].